Dataset: Experimentally validated miRNA-target interactions with 360,000+ pairs, plus equal number of negative samples. Task: Binary Classification. Given a miRNA mature sequence and a target amino acid sequence, predict their likelihood of interaction. (1) The miRNA is hsa-miR-6786-5p with sequence GCGGUGGGGCCGGAGGGGCGU. The protein sequence of the target gene is MGTPQKDVIIKSDAPDTLLLEKHADYIASYGSKKDDYEYCMSEYLRMSGIYWGLTVMDLMGQLHRMNREEILAFIKSCQHECGGISASIGHDPHLLYTLSAVQILTLYDSINVIDVNKVVEYVKGLQKEDGSFAGDIWGEIDTRFSFCAVATLALLGKLDAINVEKAIEFVLSCMNFDGGFGCRPGSESHAGQIYCCTGFLAITSQLHQVNSDLLGWWLCERQLPSGGLNGRPEKLPDVCYSWWVLASLKIIGRLHWIDREKLRNFILACQDEETGGFADRPGDMVDPFHTLFGIAGLSL.... Result: 0 (no interaction). (2) The miRNA is hsa-miR-6821-5p with sequence GUGCGUGGUGGCUCGAGGCGGGG. The protein sequence of the target gene is MDPECAQLLPALCAVLVDPRQPVADDTCLEKLLDWFKTVTEGESSVVLLQEHPCLVELLSHVLKVQDLSSGVLSFSLRLAGTFAAQENCFQYLQQGELLPGLFGEPGPLGRATWAVPTVRSGWIQGLRSLAQHPSALRFLADHGAVDTIFSLQGDSSLFVASAASQLLVHVLALSMRGGAEGQPCLPGGDWPACAQKIMDHVEESLCSAATPKVTQALNVLTTTFGRCQSPWTEALWVRLSPRVACLLERDPIPAAHSFVDLLLCVARSPVFSSSDGSLWETVARALSCLGPTHMGPLAL.... Result: 0 (no interaction). (3) The miRNA is xtr-miR-9-5p with sequence UCUUUGGUUAUCUAGCUGUAUG. Result: 0 (no interaction). The protein sequence of the target gene is MAEGDEAARGQQPHQGLWRRRRTSDPSAAVNHVSSTTSLGENYEDDDLVNSDEVMKKPCPVQIVLAHEDDHNFELDEEALEQILLQEHIRDLNIVVVSVAGAFRKGKSFLLDFMLRYMYNKDSQSWIGGNNEPLTGFTWRGGCERETTGIQVWNEVFVIDRPNGTKVAVLLMDTQGAFDSQSTIKDCATVFALSTMTSSVQVYNLSQNIQEDDLQHLQLFTEYGRLAMEEIYQKPFQTLMFLIRDWSYPYEHSYGLEGGKQFLEKRLQVKQNQHEELQNVRKHIHNCFSNLGCFLLPHPG.... (4) The miRNA is hsa-miR-3928-3p with sequence GGAGGAACCUUGGAGCUUCGGC. The protein sequence of the target gene is MMKTLSSGNCTLSVPAKNSYRMVVLGASRVGKSSIVSRFLNGRFEDQYTPTIEDFHRKVYNIRGDMYQLDILDTSGNHPFPAMRRLSILTGDVFILVFSLDNRESFDEVKRLQKQILEVKSCLKNKTKEAAELPMVICGNKNDHGELCRQVPTTEAELLVSGDENCAYFEVSAKKNTNVDEMFYVLFSMAKLPHEMSPALHRKISVQYGDAFHPRPFCMRRVKEMDAYGMVSPFARRPSVNSDLKYIKAKVLREGQARERDKCTIQ. Result: 1 (interaction). (5) The miRNA is hsa-miR-4316 with sequence GGUGAGGCUAGCUGGUG. The protein sequence of the target gene is MKRHRPVSSSDSSDESPSTSFTSGSMYRIKSKIPNEHKKPAEVFRKDLISAMKLPDSHHINPDSYYLFADTWKEEWEKGVQVPASPDTVPQPSLRIIAEKVKDVLFIRPRKYIHCSSPDTTEPGYINIMELAASVCRYDLDDMDIFWLQELNEDLAEMGCGPVDENLMEKTVEVLERHCHENMNHAIETEEGLGIEYDEDVICDVCRSPDSEEGNDMVFCDKCNVCVHQACYGILKVPEGSWLCRSCVLGIYPQCVLCPKKGGALKTTKTGTKWAHVSCALWIPEVSIACPERMEPITKI.... Result: 0 (no interaction). (6) The miRNA is mmu-miR-362-3p with sequence AACACACCUGUUCAAGGAUUCA. The protein sequence of the target gene is MDTLVEDDICILNHEKAHRREAVTPLSAYPGDESVASHFALVTAYEDIKKRLKDSEKENSFLKKRIRALEERLVGARADEETSSVGREQVNKAYHAYREVCIDRDNLKNQLEKINKDNSESLKMLNEQLQSKEVELLQLRTEVETQQVMRNLNPPSSSWEVEKLSCDLKIHGLEQELGLLRKECSDLRTELQKARQTGPPQEDILQGRDVIRPSLSREEHVPHQGLHHSDNMQHAYWELKREMSNLHLVTQVQAELLRKLKTSAAVKKACTPVGCVEDLGRDSTKLHLTNFTATYKRHPS.... Result: 1 (interaction).